From a dataset of Reaction yield outcomes from USPTO patents with 853,638 reactions. Predict the reaction yield, written as a fraction of the theoretical maximum amount of product (1.0 means a 100% yield; for example, 0.34 means a 34% yield). (1) The reactants are Cl[C:2]1[C:7]([CH:8]=[O:9])=[C:6]([N:10]2[CH2:22][CH2:21][N:13]3[C:14]4[CH2:15][CH2:16][CH2:17][CH2:18][C:19]=4[CH:20]=[C:12]3[C:11]2=[O:23])[N:5]=[CH:4][CH:3]=1.[CH3:24][C@H:25]1[CH2:30][N:29]([CH:31]2[CH2:34][O:33][CH2:32]2)[C@H:28]([CH3:35])[CH2:27][N:26]1[C:36]1[CH:37]=[CH:38][C:39]([NH:42][C:43]2[C:44](=[O:59])[N:45]([CH3:58])[CH:46]=[C:47](B3OC(C)(C)C(C)(C)O3)[CH:48]=2)=[N:40][CH:41]=1.[O-]P([O-])([O-])=O.[K+].[K+].[K+].C([O-])(=O)C.[Na+]. The catalyst is O.C1C=CC(P(C2C=CC=CC=2)[C-]2C=CC=C2)=CC=1.C1C=CC(P(C2C=CC=CC=2)[C-]2C=CC=C2)=CC=1.Cl[Pd]Cl.[Fe+2].C(#N)C. The product is [CH3:24][C@H:25]1[CH2:30][N:29]([CH:31]2[CH2:34][O:33][CH2:32]2)[C@H:28]([CH3:35])[CH2:27][N:26]1[C:36]1[CH:37]=[CH:38][C:39]([NH:42][C:43]2[C:44](=[O:59])[N:45]([CH3:58])[CH:46]=[C:47]([C:2]3[C:7]([CH:8]=[O:9])=[C:6]([N:10]4[CH:22]=[CH:21][N:13]5[C:14]6[CH2:15][CH2:16][CH2:17][CH2:18][C:19]=6[CH:20]=[C:12]5[C:11]4=[O:23])[N:5]=[CH:4][CH:3]=3)[CH:48]=2)=[N:40][CH:41]=1. The yield is 0.260. (2) The reactants are [CH3:1][N:2]1[CH2:7][CH2:6][CH:5]([O:8][N:9]2C(=O)C3C(=CC=CC=3)C2=O)[CH2:4][CH2:3]1.O.NN. The catalyst is C(O)C.C(Cl)Cl. The product is [NH2:9][O:8][CH:5]1[CH2:6][CH2:7][N:2]([CH3:1])[CH2:3][CH2:4]1. The yield is 0.250.